Task: Predict the product of the given reaction.. Dataset: Forward reaction prediction with 1.9M reactions from USPTO patents (1976-2016) (1) Given the reactants [CH3:1][O:2][C:3]1[CH:8]=[CH:7][CH:6]=[CH:5][C:4]=1[C:9]1[C:14]([NH2:15])=[CH:13][C:12]([C:16]2[CH:21]=[CH:20][CH:19]=[CH:18][C:17]=2[O:22][CH3:23])=[CH:11][N:10]=1.Cl[C:25]1[C:34]2[C:29](=[CH:30][C:31]([F:36])=[CH:32][C:33]=2[F:35])[N:28]=[C:27]([C:37]2[CH:42]=[CH:41][CH:40]=[CH:39][N:38]=2)[C:26]=1[CH3:43].C1(P(C2CCCCC2)C2(C(C)C)CC(C(C)C)=CC(C(C)C)=C2C2C=CC=CC=2)CCCCC1.CC(C)([O-])C.[Na+], predict the reaction product. The product is: [CH3:1][O:2][C:3]1[CH:8]=[CH:7][CH:6]=[CH:5][C:4]=1[C:9]1[C:14]([NH:15][C:25]2[C:34]3[C:29](=[CH:30][C:31]([F:36])=[CH:32][C:33]=3[F:35])[N:28]=[C:27]([C:37]3[CH:42]=[CH:41][CH:40]=[CH:39][N:38]=3)[C:26]=2[CH3:43])=[CH:13][C:12]([C:16]2[CH:21]=[CH:20][CH:19]=[CH:18][C:17]=2[O:22][CH3:23])=[CH:11][N:10]=1. (2) Given the reactants [CH3:1][N:2]1[C:10]2[C:5](=[CH:6][CH:7]=[C:8]([C:11]3[CH:12]=[N:13][C:14](S(C)(=O)=O)=[N:15][CH:16]=3)[CH:9]=2)[C:4]([CH3:22])([CH3:21])[C:3]1=[O:23].[NH:24]1[CH2:28][CH2:27][CH2:26][CH2:25]1, predict the reaction product. The product is: [CH3:1][N:2]1[C:10]2[C:5](=[CH:6][CH:7]=[C:8]([C:11]3[CH:12]=[N:13][C:14]([N:24]4[CH2:28][CH2:27][CH2:26][CH2:25]4)=[N:15][CH:16]=3)[CH:9]=2)[C:4]([CH3:22])([CH3:21])[C:3]1=[O:23]. (3) Given the reactants C([O:3][C:4](=[O:25])[CH2:5][CH:6]1[O:10][B:9]([OH:11])[C:8]2[CH:12]=[C:13]([O:18][C:19]3[CH:24]=[N:23][CH:22]=[CH:21][N:20]=3)[CH:14]=[C:15]([CH2:16][CH3:17])[C:7]1=2)C.[Li+].[OH-].Cl, predict the reaction product. The product is: [CH2:16]([C:15]1[C:7]2[CH:6]([CH2:5][C:4]([OH:25])=[O:3])[O:10][B:9]([OH:11])[C:8]=2[CH:12]=[C:13]([O:18][C:19]2[CH:24]=[N:23][CH:22]=[CH:21][N:20]=2)[CH:14]=1)[CH3:17]. (4) Given the reactants [F:1][C:2]1[CH:23]=[CH:22][CH:21]=[C:20]([F:24])[C:3]=1[CH2:4][O:5][C:6]1[C:7]2[N:8]([C:13]([C:17]([OH:19])=O)=[C:14]([CH3:16])[N:15]=2)[CH:9]=[C:10](C)[CH:11]=1.Cl.CN(C)CCCN=C=NCC.[N:37]1(O)C2C=CC=CC=2N=[N:38]1.O.NN.C(N(CC)CC)C, predict the reaction product. The product is: [F:1][C:2]1[CH:23]=[CH:22][CH:21]=[C:20]([F:24])[C:3]=1[CH2:4][O:5][C:6]1[C:7]2[N:8]([C:13]([C:17]([NH:37][NH2:38])=[O:19])=[C:14]([CH3:16])[N:15]=2)[CH:9]=[CH:10][CH:11]=1. (5) Given the reactants Br[C:2]1[CH:3]=[CH:4][C:5]([F:18])=[C:6]([C@@:8]2([CH3:17])[NH:13][C:12](=[O:14])[CH2:11][O:10][C:9]2([CH3:16])[CH3:15])[CH:7]=1.[C:19](=[NH:32])([C:26]1[CH:31]=[CH:30][CH:29]=[CH:28][CH:27]=1)[C:20]1[CH:25]=[CH:24][CH:23]=[CH:22][CH:21]=1, predict the reaction product. The product is: [C:19](=[N:32][C:2]1[CH:3]=[CH:4][C:5]([F:18])=[C:6]([C@@:8]2([CH3:17])[NH:13][C:12](=[O:14])[CH2:11][O:10][C:9]2([CH3:16])[CH3:15])[CH:7]=1)([C:26]1[CH:27]=[CH:28][CH:29]=[CH:30][CH:31]=1)[C:20]1[CH:25]=[CH:24][CH:23]=[CH:22][CH:21]=1. (6) The product is: [C:36]([O:35][C@@H:33]([CH3:34])[C:31]([N:25]1[CH2:26][CH2:27][CH:22]([N:13]2[C:12]([S:11][C:3]3[C:2]([Br:1])=[CH:10][C:6]4[O:7][CH2:8][O:9][C:5]=4[CH:4]=3)=[N:20][C:19]3[C:14]2=[N:15][CH:16]=[N:17][C:18]=3[NH2:21])[CH2:23][CH2:24]1)=[O:32])(=[O:38])[CH3:37]. Given the reactants [Br:1][C:2]1[C:3]([S:11][C:12]2[N:13]([CH:22]3[CH2:27][CH2:26][NH:25][CH2:24][CH2:23]3)[C:14]3[C:19]([N:20]=2)=[C:18]([NH2:21])[N:17]=[CH:16][N:15]=3)=[CH:4][C:5]2[O:9][CH2:8][O:7][C:6]=2[CH:10]=1.CO.Cl[C:31]([C@@H:33]([O:35][C:36](=[O:38])[CH3:37])[CH3:34])=[O:32], predict the reaction product. (7) Given the reactants Cl.Cl.CCOCC.Cl.Cl.[F:10][C:11]1[CH:12]=[C:13]2[C:17](=[CH:18][CH:19]=1)[NH:16][CH:15]=[C:14]2[CH2:20][CH2:21][CH2:22][NH:23][CH:24]1[CH2:37][O:36][C:35]2[C:26](=[C:27]3[C:32](=[CH:33][CH:34]=2)[N:31]=[CH:30][CH:29]=[CH:28]3)[CH2:25]1, predict the reaction product. The product is: [F:10][C:11]1[CH:12]=[C:13]2[C:17](=[CH:18][CH:19]=1)[NH:16][CH:15]=[C:14]2[CH2:20][CH2:21][CH2:22][NH:23][CH:24]1[CH2:37][O:36][C:35]2[C:26](=[C:27]3[C:32](=[CH:33][CH:34]=2)[N:31]=[CH:30][CH:29]=[CH:28]3)[CH2:25]1. (8) Given the reactants [CH2:1]([O:3][C:4]([C@@H:6]1[C@@H:8]([C:9](=[O:24])[NH:10][C@@H:11]([CH2:18][C:19]2[N:20]=[CH:21][S:22][CH:23]=2)[C:12](=[O:17])[NH:13][CH2:14][C:15]#[CH:16])[O:7]1)=[O:5])[CH3:2].[N:25]([C:28]1[CH:33]=[C:32]([C:34]([F:37])([F:36])[F:35])[CH:31]=[C:30]([C:38]([F:41])([F:40])[F:39])[CH:29]=1)=[N+:26]=[N-:27].CCCC[Sn](OC(C)=O)(CCCC)CCCC, predict the reaction product. The product is: [CH2:1]([O:3][C:4]([C@@H:6]1[C@@H:8]([C:9](=[O:24])[NH:10][C@@H:11]([CH2:18][C:19]2[N:20]=[CH:21][S:22][CH:23]=2)[C:12]([NH:13][CH2:14][C:15]2[N:27]=[N:26][N:25]([C:28]3[CH:29]=[C:30]([C:38]([F:41])([F:40])[F:39])[CH:31]=[C:32]([C:34]([F:35])([F:36])[F:37])[CH:33]=3)[CH:16]=2)=[O:17])[O:7]1)=[O:5])[CH3:2]. (9) Given the reactants C([NH:8][S:9]([C:12]1[C:20]2[C:15](=[CH:16][CH:17]=[CH:18][CH:19]=2)[NH:14][CH:13]=1)(=[O:11])=[O:10])(OC(C)(C)C)=O.[Na+].[I-].C[Si](Cl)(C)C.O, predict the reaction product. The product is: [NH:14]1[C:15]2[C:20](=[CH:19][CH:18]=[CH:17][CH:16]=2)[C:12]([S:9]([NH2:8])(=[O:11])=[O:10])=[CH:13]1. (10) Given the reactants [NH:1]1[C:42](=[O:43])[C@H:36]([CH2:37][CH2:38][CH2:39][CH2:40][NH2:41])[NH:35][C:33](=[O:34])[C@@H:25]([CH2:26][C:27]2[CH:32]=[CH:31][CH:30]=[CH:29][CH:28]=2)[NH:24][C:22](=[O:23])[C@H:17]([CH2:18][C:19](=[O:21])[OH:20])[NH:16][C:14](=[O:15])[CH2:13][NH:12][C:10](=[O:11])[C@@H:2]1[CH2:3][CH2:4][CH2:5][NH:6][C:7](=[NH:9])[NH2:8].C([O-])(O)=[O:45].[Na+], predict the reaction product. The product is: [NH2:1][C@H:2]([C:10]([NH:12][CH2:13][C:14]([NH:16][C@H:17]([C:22]([NH:24][C@@H:25]([C:33]([NH:35][C@H:36]([C:42]([OH:45])=[O:43])[CH2:37][CH2:38][CH2:39][CH2:40][NH2:41])=[O:34])[CH2:26][C:27]1[CH:32]=[CH:31][CH:30]=[CH:29][CH:28]=1)=[O:23])[CH2:18][C:19](=[O:21])[OH:20])=[O:15])=[O:11])[CH2:3][CH2:4][CH2:5][NH:6][C:7](=[NH:9])[NH2:8].